Dataset: Forward reaction prediction with 1.9M reactions from USPTO patents (1976-2016). Task: Predict the product of the given reaction. (1) Given the reactants C[Si]([C:5]#[C:6][C:7]1[CH:12]=[CH:11][N:10]=[C:9]([NH:13][C:14](=[O:16])[CH3:15])[CH:8]=1)(C)C.CCCC[N+](CCCC)(CCCC)CCCC.[F-], predict the reaction product. The product is: [C:6]([C:7]1[CH:12]=[CH:11][N:10]=[C:9]([NH:13][C:14](=[O:16])[CH3:15])[CH:8]=1)#[CH:5]. (2) Given the reactants [Na+].[I-:2].Cl[CH2:4][CH2:5][N:6]1[C:14]2[C:9](=[N:10][C:11]([O:17][CH3:18])=[C:12]([O:15][CH3:16])[CH:13]=2)[C:8]([C:19]2[N:27]([S:28]([C:31]3[CH:36]=[CH:35][C:34]([CH3:37])=[CH:33][CH:32]=3)(=[O:30])=[O:29])[C:22]3=[N:23][CH:24]=[CH:25][CH:26]=[C:21]3[CH:20]=2)=[CH:7]1, predict the reaction product. The product is: [I:2][CH2:4][CH2:5][N:6]1[C:14]2[C:9](=[N:10][C:11]([O:17][CH3:18])=[C:12]([O:15][CH3:16])[CH:13]=2)[C:8]([C:19]2[N:27]([S:28]([C:31]3[CH:36]=[CH:35][C:34]([CH3:37])=[CH:33][CH:32]=3)(=[O:30])=[O:29])[C:22]3=[N:23][CH:24]=[CH:25][CH:26]=[C:21]3[CH:20]=2)=[CH:7]1. (3) Given the reactants [NH2:1][C:2]1([CH2:8][NH:9][C:10](=[O:19])[O:11][CH2:12][C:13]2[CH:18]=[CH:17][CH:16]=[CH:15][CH:14]=2)[CH2:7][CH2:6][O:5][CH2:4][CH2:3]1.[CH:20](=O)[CH2:21][CH2:22][C:23]#[CH:24].C(O[BH-](OC(=O)C)OC(=O)C)(=O)C.[Na+].C(=O)([O-])O.[Na+], predict the reaction product. The product is: [CH2:24]([NH:1][C:2]1([CH2:8][NH:9][C:10](=[O:19])[O:11][CH2:12][C:13]2[CH:18]=[CH:17][CH:16]=[CH:15][CH:14]=2)[CH2:7][CH2:6][O:5][CH2:4][CH2:3]1)[CH2:23][CH2:22][C:21]#[CH:20]. (4) Given the reactants C([NH:5][S:6]([C:9]1[S:10][C:11]([C:14]2[N:19]=[C:18]([CH:20]3[CH2:22][CH2:21]3)[C:17]([Cl:23])=[C:16]([NH:24][C:25]3[NH:29][N:28]=[C:27]([CH:30]4[CH2:32][CH2:31]4)[CH:26]=3)[N:15]=2)=[CH:12][CH:13]=1)(=[O:8])=[O:7])(C)(C)C, predict the reaction product. The product is: [Cl:23][C:17]1[C:18]([CH:20]2[CH2:22][CH2:21]2)=[N:19][C:14]([C:11]2[S:10][C:9]([S:6]([NH2:5])(=[O:8])=[O:7])=[CH:13][CH:12]=2)=[N:15][C:16]=1[NH:24][C:25]1[NH:29][N:28]=[C:27]([CH:30]2[CH2:32][CH2:31]2)[CH:26]=1.